Dataset: TCR-epitope binding with 47,182 pairs between 192 epitopes and 23,139 TCRs. Task: Binary Classification. Given a T-cell receptor sequence (or CDR3 region) and an epitope sequence, predict whether binding occurs between them. (1) The epitope is PROT_97E67BCC. The TCR CDR3 sequence is CASTPTVAHSYNEQFF. Result: 1 (the TCR binds to the epitope). (2) The epitope is NLDSKVGGNY. The TCR CDR3 sequence is CASSELGATIYEQYF. Result: 0 (the TCR does not bind to the epitope).